Dataset: Forward reaction prediction with 1.9M reactions from USPTO patents (1976-2016). Task: Predict the product of the given reaction. (1) Given the reactants [F:1][C:2]1[CH:3]=[C:4]([C:8]2[CH:13]=[CH:12][C:11]([CH2:14][CH2:15][CH3:16])=[CH:10][CH:9]=2)[CH:5]=[CH:6][CH:7]=1.C([Li])(CC)C.C[O:23]B(OC)OC.Cl, predict the reaction product. The product is: [F:1][C:2]1[CH:3]=[C:4]([C:8]2[CH:13]=[CH:12][C:11]([CH2:14][CH2:15][CH3:16])=[CH:10][CH:9]=2)[CH:5]=[CH:6][C:7]=1[OH:23]. (2) Given the reactants [S:1]1[CH:5]=[CH:4][CH:3]=[C:2]1[C:6](Cl)=[O:7].[NH2:9][C:10]1[CH:11]=[C:12]([NH:17][C:18](=[O:31])[C:19]2[CH:24]=[CH:23][CH:22]=[C:21]([N:25]3[CH2:30][CH2:29][O:28][CH2:27][CH2:26]3)[CH:20]=2)[CH:13]=[CH:14][C:15]=1[CH3:16].C(N(CC)CC)C, predict the reaction product. The product is: [CH3:16][C:15]1[CH:14]=[CH:13][C:12]([NH:17][C:18](=[O:31])[C:19]2[CH:24]=[CH:23][CH:22]=[C:21]([N:25]3[CH2:26][CH2:27][O:28][CH2:29][CH2:30]3)[CH:20]=2)=[CH:11][C:10]=1[NH:9][C:6]([C:2]1[S:1][CH:5]=[CH:4][CH:3]=1)=[O:7]. (3) Given the reactants [CH3:1][N:2]1[N:6]=[N:5][C:4]([C:7]2[CH:8]=[C:9]([C@H:13]([NH:21][CH3:22])[CH2:14][N:15]3[CH2:19][CH2:18][C@H:17]([OH:20])[CH2:16]3)[CH:10]=[CH:11][CH:12]=2)=[N:3]1.[O:23]=[C:24]1[CH2:32][C:31]2[C:26](=[CH:27][C:28]([CH2:33][C:34]([OH:36])=O)=[CH:29][CH:30]=2)[NH:25]1.C(Cl)CCl.N1(O)C2C=CC=CC=2N=N1, predict the reaction product. The product is: [OH:20][C@H:17]1[CH2:18][CH2:19][N:15]([CH2:14][C@@H:13]([N:21]([CH3:22])[C:34](=[O:36])[CH2:33][C:28]2[CH:27]=[C:26]3[C:31]([CH2:32][C:24](=[O:23])[NH:25]3)=[CH:30][CH:29]=2)[C:9]2[CH:10]=[CH:11][CH:12]=[C:7]([C:4]3[N:5]=[N:6][N:2]([CH3:1])[N:3]=3)[CH:8]=2)[CH2:16]1. (4) Given the reactants [NH2:1][C:2]([CH3:14])([CH2:7][C:8]1[CH:13]=[CH:12][N:11]=[CH:10][CH:9]=1)[C:3]([O:5][CH3:6])=[O:4].[C:15](O[C:15]([O:17][C:18]([CH3:21])([CH3:20])[CH3:19])=[O:16])([O:17][C:18]([CH3:21])([CH3:20])[CH3:19])=[O:16], predict the reaction product. The product is: [C:18]([O:17][C:15]([NH:1][C:2]([CH3:14])([CH2:7][C:8]1[CH:9]=[CH:10][N:11]=[CH:12][CH:13]=1)[C:3]([O:5][CH3:6])=[O:4])=[O:16])([CH3:21])([CH3:20])[CH3:19]. (5) The product is: [C:36]([N:15]1[C:16]2[C:21](=[CH:20][C:19]([C:22]([O:24][CH2:25][CH3:26])=[O:23])=[CH:18][CH:17]=2)[C@H:12]([NH:11][C:9]([O:8][CH2:1][C:2]2[CH:7]=[CH:6][CH:5]=[CH:4][CH:3]=2)=[O:10])[C@@H:13]([CH3:29])[C@@H:14]1[CH2:27][CH3:28])(=[O:38])[CH3:37]. Given the reactants [CH2:1]([O:8][C:9]([NH:11][C@H:12]1[C:21]2[C:16](=[CH:17][CH:18]=[C:19]([C:22]([O:24][CH2:25][CH3:26])=[O:23])[CH:20]=2)[NH:15][C@@H:14]([CH2:27][CH3:28])[C@@H:13]1[CH3:29])=[O:10])[C:2]1[CH:7]=[CH:6][CH:5]=[CH:4][CH:3]=1.N1C=CC=CC=1.[C:36](Cl)(=[O:38])[CH3:37], predict the reaction product.